From a dataset of NCI-60 drug combinations with 297,098 pairs across 59 cell lines. Regression. Given two drug SMILES strings and cell line genomic features, predict the synergy score measuring deviation from expected non-interaction effect. (1) Drug 1: CC(CN1CC(=O)NC(=O)C1)N2CC(=O)NC(=O)C2. Drug 2: C1=CC(=CC=C1CC(C(=O)O)N)N(CCCl)CCCl.Cl. Cell line: COLO 205. Synergy scores: CSS=72.7, Synergy_ZIP=9.87, Synergy_Bliss=10.9, Synergy_Loewe=8.53, Synergy_HSA=9.88. (2) Drug 1: C1=C(C(=O)NC(=O)N1)F. Drug 2: CC1CCC2CC(C(=CC=CC=CC(CC(C(=O)C(C(C(=CC(C(=O)CC(OC(=O)C3CCCCN3C(=O)C(=O)C1(O2)O)C(C)CC4CCC(C(C4)OC)O)C)C)O)OC)C)C)C)OC. Cell line: COLO 205. Synergy scores: CSS=64.7, Synergy_ZIP=-3.49, Synergy_Bliss=-9.45, Synergy_Loewe=-2.77, Synergy_HSA=-2.76. (3) Drug 2: C1C(C(OC1N2C=NC3=C(N=C(N=C32)Cl)N)CO)O. Drug 1: C1CCN(CC1)CCOC2=CC=C(C=C2)C(=O)C3=C(SC4=C3C=CC(=C4)O)C5=CC=C(C=C5)O. Cell line: BT-549. Synergy scores: CSS=7.38, Synergy_ZIP=-2.14, Synergy_Bliss=2.72, Synergy_Loewe=-8.29, Synergy_HSA=0.536. (4) Drug 1: C(=O)(N)NO. Drug 2: CC1=C(C(=O)C2=C(C1=O)N3CC4C(C3(C2COC(=O)N)OC)N4)N. Cell line: 786-0. Synergy scores: CSS=24.0, Synergy_ZIP=-5.68, Synergy_Bliss=1.48, Synergy_Loewe=-23.6, Synergy_HSA=-2.40. (5) Cell line: UACC62. Drug 1: CC1=C(C=C(C=C1)C(=O)NC2=CC(=CC(=C2)C(F)(F)F)N3C=C(N=C3)C)NC4=NC=CC(=N4)C5=CN=CC=C5. Drug 2: C(CC(=O)O)C(=O)CN.Cl. Synergy scores: CSS=-0.475, Synergy_ZIP=-1.20, Synergy_Bliss=-3.37, Synergy_Loewe=-5.36, Synergy_HSA=-5.32. (6) Drug 1: CNC(=O)C1=CC=CC=C1SC2=CC3=C(C=C2)C(=NN3)C=CC4=CC=CC=N4. Drug 2: CN1CCC(CC1)COC2=C(C=C3C(=C2)N=CN=C3NC4=C(C=C(C=C4)Br)F)OC. Cell line: HL-60(TB). Synergy scores: CSS=5.37, Synergy_ZIP=0.369, Synergy_Bliss=4.28, Synergy_Loewe=-6.06, Synergy_HSA=-2.83. (7) Drug 1: C1CN1C2=NC(=NC(=N2)N3CC3)N4CC4. Drug 2: COCCOC1=C(C=C2C(=C1)C(=NC=N2)NC3=CC=CC(=C3)C#C)OCCOC.Cl. Cell line: HCC-2998. Synergy scores: CSS=15.8, Synergy_ZIP=-2.80, Synergy_Bliss=-4.75, Synergy_Loewe=-8.11, Synergy_HSA=-2.28. (8) Cell line: MOLT-4. Drug 2: C1C(C(OC1N2C=NC(=NC2=O)N)CO)O. Drug 1: C1CCC(C(C1)N)N.C(=O)(C(=O)[O-])[O-].[Pt+4]. Synergy scores: CSS=73.9, Synergy_ZIP=3.43, Synergy_Bliss=3.28, Synergy_Loewe=5.34, Synergy_HSA=8.13. (9) Drug 1: C1=C(C(=O)NC(=O)N1)N(CCCl)CCCl. Drug 2: C(=O)(N)NO. Cell line: TK-10. Synergy scores: CSS=10.6, Synergy_ZIP=-4.24, Synergy_Bliss=2.04, Synergy_Loewe=-9.29, Synergy_HSA=2.51. (10) Drug 1: C1=CC(=CC=C1C#N)C(C2=CC=C(C=C2)C#N)N3C=NC=N3. Drug 2: C(CN)CNCCSP(=O)(O)O. Cell line: M14. Synergy scores: CSS=2.85, Synergy_ZIP=-0.631, Synergy_Bliss=-3.86, Synergy_Loewe=-4.41, Synergy_HSA=-4.14.